Dataset: Catalyst prediction with 721,799 reactions and 888 catalyst types from USPTO. Task: Predict which catalyst facilitates the given reaction. (1) Product: [NH2:1][C:2]1[C:7]2=[CH:8][CH:9]=[C:10]([CH:11]([OH:12])[CH:13]3[CH2:16][N:15]([C:17]([O:19][C:20]([CH3:22])([CH3:21])[CH3:23])=[O:18])[CH2:14]3)[N:6]2[N:5]=[CH:4][N:3]=1. Reactant: [NH2:1][C:2]1[C:7]2=[CH:8][CH:9]=[C:10]([C:11]([CH:13]3[CH2:16][N:15]([C:17]([O:19][C:20]([CH3:23])([CH3:22])[CH3:21])=[O:18])[CH2:14]3)=[O:12])[N:6]2[N:5]=[CH:4][N:3]=1.[BH4-].[Na+]. The catalyst class is: 14. (2) The catalyst class is: 58. Product: [CH3:15][N:16]1[CH2:21][CH2:20][N:19]([C:2]2[CH:7]=[CH:6][C:5]([N+:8]([O-:10])=[O:9])=[C:4]([O:11][CH:12]([CH3:14])[CH3:13])[CH:3]=2)[CH2:18][CH2:17]1. Reactant: F[C:2]1[CH:7]=[CH:6][C:5]([N+:8]([O-:10])=[O:9])=[C:4]([O:11][CH:12]([CH3:14])[CH3:13])[CH:3]=1.[CH3:15][N:16]1[CH2:21][CH2:20][NH:19][CH2:18][CH2:17]1.C(=O)([O-])[O-].[K+].[K+]. (3) Reactant: [Br:1][C:2]1[C:3]([N:17]2[CH2:22][CH2:21][CH2:20][CH2:19][CH2:18]2)=[C:4]([CH:10]=[C:11]([C:13]([F:16])([F:15])[F:14])[CH:12]=1)[C:5]([O:7]CC)=[O:6].[OH-].[K+]. Product: [Br:1][C:2]1[C:3]([N:17]2[CH2:22][CH2:21][CH2:20][CH2:19][CH2:18]2)=[C:4]([CH:10]=[C:11]([C:13]([F:15])([F:16])[F:14])[CH:12]=1)[C:5]([OH:7])=[O:6]. The catalyst class is: 8. (4) Reactant: [CH3:1][O:2][C:3](=O)[C:4]1[CH:9]=[CH:8][CH:7]=[CH:6][CH:5]=1.O.[NH2:12][NH2:13].C(OC(OCC)OCC)C.C1(C)C=CC(S(O)(=O)=O)=CC=1. Product: [C:4]1([C:3]2[O:2][CH:1]=[N:12][N:13]=2)[CH:9]=[CH:8][CH:7]=[CH:6][CH:5]=1. The catalyst class is: 14. (5) Reactant: [CH2:1]([O:8][C:9]1[C:10]([O:23][CH3:24])=[CH:11][C:12]([C:17]2[N:21]=[C:20]([CH3:22])[O:19][N:18]=2)=[C:13]([CH:16]=1)[CH:14]=[O:15])[C:2]1[CH:7]=[CH:6][CH:5]=[CH:4][CH:3]=1.CS(C)=[O:27].S(=O)(=O)(O)O.Cl([O-])=O.[Na+]. The catalyst class is: 192. Product: [CH2:1]([O:8][C:9]1[C:10]([O:23][CH3:24])=[CH:11][C:12]([C:17]2[N:21]=[C:20]([CH3:22])[O:19][N:18]=2)=[C:13]([CH:16]=1)[C:14]([OH:27])=[O:15])[C:2]1[CH:3]=[CH:4][CH:5]=[CH:6][CH:7]=1. (6) Product: [C:15]([O:8][CH:5]1[CH2:6][CH2:7][C:2](=[O:1])[CH2:3][CH2:4]1)(=[O:22])[C:16]1[CH:21]=[CH:20][CH:19]=[CH:18][CH:17]=1. Reactant: [OH:1][CH:2]1[CH2:7][CH2:6][C:5](=[O:8])[CH2:4][CH2:3]1.N1C=CC=CC=1.[C:15](Cl)(=[O:22])[C:16]1[CH:21]=[CH:20][CH:19]=[CH:18][CH:17]=1. The catalyst class is: 34.